The task is: Predict the product of the given reaction.. This data is from Forward reaction prediction with 1.9M reactions from USPTO patents (1976-2016). (1) Given the reactants [CH3:1][O:2][CH2:3][C@@H:4]([O:6][C:7]1[CH:12]=[CH:11][N:10]=[CH:9][CH:8]=1)[CH3:5].C(O)(=O)C, predict the reaction product. The product is: [CH3:1][O:2][CH2:3][C@@H:4]([O:6][CH:7]1[CH2:8][CH2:9][NH:10][CH2:11][CH2:12]1)[CH3:5]. (2) Given the reactants [CH3:1][C:2]1[CH:17]=[CH:16][C:5]([C:6]([C:8]2[C:13]([F:14])=[CH:12][CH:11]=[CH:10][C:9]=2[F:15])=[O:7])=[CH:4][CH:3]=1.[Br:18]N1C(=O)CCC1=O.C(OOC(=O)C1C=CC=CC=1)(=O)C1C=CC=CC=1, predict the reaction product. The product is: [Br:18][CH2:1][C:2]1[CH:3]=[CH:4][C:5]([C:6]([C:8]2[C:9]([F:15])=[CH:10][CH:11]=[CH:12][C:13]=2[F:14])=[O:7])=[CH:16][CH:17]=1. (3) Given the reactants [C:1]([C:3]1[CH:4]=[C:5]([CH:8]=[CH:9][CH:10]=1)[CH:6]=O)#[N:2].C([O:13][C:14](=O)[CH2:15][C:16]#[N:17])C.[CH:19]1([NH:22][C:23]([NH2:25])=[NH:24])[CH2:21][CH2:20]1.Cl.C(=O)([O-])[O-].[K+].[K+], predict the reaction product. The product is: [C:16]([C:15]1[C:14](=[O:13])[NH:25][C:23]([NH:22][CH:19]2[CH2:21][CH2:20]2)=[N:24][C:6]=1[C:5]1[CH:8]=[CH:9][CH:10]=[C:3]([C:1]#[N:2])[CH:4]=1)#[N:17]. (4) Given the reactants C([Li])CCC.C(NC(C)C)(C)C.[C:13]([O:17][C:18]([N:20]1[CH2:24][CH2:23][CH2:22][C@H:21]1[C:25]([O:27][CH3:28])=[O:26])=[O:19])([CH3:16])([CH3:15])[CH3:14].[Br:29][CH2:30][CH2:31][CH2:32]Br.[NH4+].[Cl-], predict the reaction product. The product is: [Br:29][CH2:30][CH2:31][CH2:32][C@:21]1([C:25]([O:27][CH3:28])=[O:26])[CH2:22][CH2:23][CH2:24][N:20]1[C:18]([O:17][C:13]([CH3:16])([CH3:15])[CH3:14])=[O:19]. (5) Given the reactants [NH2:1][C:2]1[CH:15]=[CH:14][C:5]([CH2:6][N:7]2[C:11](=[O:12])[CH2:10][S:9][C:8]2=[O:13])=[CH:4][CH:3]=1.[C:16]1(B(O)O)[CH:21]=[CH:20][CH:19]=[CH:18][CH:17]=1.C(N(CC)CC)C, predict the reaction product. The product is: [C:16]1([NH:1][C:2]2[CH:15]=[CH:14][C:5]([CH2:6][N:7]3[C:11](=[O:12])[CH2:10][S:9][C:8]3=[O:13])=[CH:4][CH:3]=2)[CH:21]=[CH:20][CH:19]=[CH:18][CH:17]=1. (6) Given the reactants [NH2:1][C:2]1[N:7]=[CH:6][C:5]([C:8]([N:10]2[CH2:15][CH2:14][O:13][CH2:12][CH2:11]2)=[O:9])=[CH:4][CH:3]=1.Br[C:17]1[C:18](=[O:25])[N:19]([CH3:24])[CH:20]=[C:21]([Br:23])[CH:22]=1, predict the reaction product. The product is: [Br:23][C:21]1[CH:22]=[C:17]([NH:1][C:2]2[CH:3]=[CH:4][C:5]([C:8]([N:10]3[CH2:15][CH2:14][O:13][CH2:12][CH2:11]3)=[O:9])=[CH:6][N:7]=2)[C:18](=[O:25])[N:19]([CH3:24])[CH:20]=1. (7) Given the reactants [OH:1][CH2:2][C@H:3]1[CH2:8][CH2:7][C@H:6]([C:9]([N:11]([O:13][CH3:14])[CH3:12])=[O:10])[CH2:5][CH2:4]1.[C:15]([Si:19](Cl)([C:26]1[CH:31]=[CH:30][CH:29]=[CH:28][CH:27]=1)[C:20]1[CH:25]=[CH:24][CH:23]=[CH:22][CH:21]=1)([CH3:18])([CH3:17])[CH3:16].N1C=CN=C1.O, predict the reaction product. The product is: [Si:19]([O:1][CH2:2][C@H:3]1[CH2:4][CH2:5][C@H:6]([C:9]([N:11]([O:13][CH3:14])[CH3:12])=[O:10])[CH2:7][CH2:8]1)([C:15]([CH3:18])([CH3:17])[CH3:16])([C:26]1[CH:27]=[CH:28][CH:29]=[CH:30][CH:31]=1)[C:20]1[CH:25]=[CH:24][CH:23]=[CH:22][CH:21]=1. (8) Given the reactants [H-].[Na+].[F:3][C:4]([F:8])([F:7])[CH2:5][OH:6].F[C:10]1[C:18]([CH3:19])=[CH:17][C:13]([C:14]([OH:16])=[O:15])=[CH:12][N:11]=1.Cl, predict the reaction product. The product is: [CH3:19][C:18]1[C:10]([O:6][CH2:5][C:4]([F:8])([F:7])[F:3])=[N:11][CH:12]=[C:13]([CH:17]=1)[C:14]([OH:16])=[O:15]. (9) Given the reactants [C:1]([O:5][C:6]([N:8]([CH3:41])[CH:9]([C:32]([CH3:40])([C:34]1[CH:39]=[CH:38][CH:37]=[CH:36][CH:35]=1)[CH3:33])[C:10]([NH:12][CH:13]([C:28]([CH3:31])([CH3:30])[CH3:29])[C:14]([N:16]([CH3:27])[C@@H:17]([CH2:24][CH:25]=[CH2:26])/[CH:18]=[C:19](\[CH3:23])/[C:20]([OH:22])=[O:21])=[O:15])=[O:11])=[O:7])([CH3:4])([CH3:3])[CH3:2].O.[OH-].[Li+], predict the reaction product. The product is: [C:1]([O:5][C:6]([N:8]([CH3:41])[C@H:9]([C:10]([NH:12][C@H:13]([C:14]([N:16]([CH:17]([CH2:24][CH:25]=[CH2:26])/[CH:18]=[C:19](/[C:20]([OH:22])=[O:21])\[CH3:23])[CH3:27])=[O:15])[C:28]([CH3:31])([CH3:29])[CH3:30])=[O:11])[C:32]([CH3:33])([CH3:40])[C:34]1[CH:35]=[CH:36][CH:37]=[CH:38][CH:39]=1)=[O:7])([CH3:2])([CH3:3])[CH3:4]. (10) The product is: [C:37]1([C:40]2[CH:41]=[CH:42][CH:43]=[CH:44][CH:45]=2)[CH:38]=[CH:39][C:34]([CH2:9][C:8]([N:26]2[CH2:25][CH2:24][C:23]3[C:28](=[CH:29][C:30]([O:31][CH3:32])=[C:21]([O:20][CH3:19])[CH:22]=3)[CH2:27]2)=[O:7])=[CH:35][CH:36]=1. Given the reactants C(P(=O)([O:7][CH2:8][CH3:9])OCC)#N.C(N(CC)CC)C.Cl.[CH3:19][O:20][C:21]1[CH:22]=[C:23]2[C:28](=[CH:29][C:30]=1[O:31][CH3:32])[CH2:27][NH:26][CH2:25][CH2:24]2.F[C:34]1[CH:39]=[CH:38][C:37]([C:40]2[CH:45]=[CH:44][C:43](CC3C4C(=CC(OC)=C(OC)C=4)CCN3C(C3C=CC=CC=3)=O)=[CH:42][CH:41]=2)=[C:36](OC)[CH:35]=1, predict the reaction product.